The task is: Predict the reactants needed to synthesize the given product.. This data is from Full USPTO retrosynthesis dataset with 1.9M reactions from patents (1976-2016). (1) Given the product [CH3:1][N:2]([CH2:13][C:14]1[N:18]([CH2:19][CH:20]2[CH2:24][CH2:23][NH:22][CH2:21]2)[C:17]2[CH:32]=[CH:33][CH:34]=[CH:35][C:16]=2[N:15]=1)[CH:3]1[C:12]2[N:11]=[CH:10][CH:9]=[CH:8][C:7]=2[CH2:6][CH2:5][CH2:4]1, predict the reactants needed to synthesize it. The reactants are: [CH3:1][N:2]([CH2:13][C:14]1[N:18]([CH2:19][CH:20]2[CH2:24][CH2:23][N:22](C(OC(C)(C)C)=O)[CH2:21]2)[C:17]2[CH:32]=[CH:33][CH:34]=[CH:35][C:16]=2[N:15]=1)[CH:3]1[C:12]2[N:11]=[CH:10][CH:9]=[CH:8][C:7]=2[CH2:6][CH2:5][CH2:4]1.CN(CC1N(CC2CCNCC2)C2C=CC=CC=2N=1)C1C2N=CC=CC=2CCC1. (2) Given the product [CH3:1][O:2][C:3]1[CH:4]=[C:5]([S:9]([N:12]2[CH2:16][CH:15]([C:17]([N:38]3[CH2:39][CH2:40][N:35]([C:30]4[CH:31]=[CH:32][CH:33]=[CH:34][C:29]=4[O:28][CH3:27])[CH2:36][CH2:37]3)=[O:18])[N:14]([C:20]3[CH:25]=[CH:24][CH:23]=[CH:22][CH:21]=3)[C:13]2=[O:26])(=[O:10])=[O:11])[CH:6]=[CH:7][CH:8]=1, predict the reactants needed to synthesize it. The reactants are: [CH3:1][O:2][C:3]1[CH:4]=[C:5]([S:9]([N:12]2[CH2:16][CH:15]([C:17](O)=[O:18])[N:14]([C:20]3[CH:25]=[CH:24][CH:23]=[CH:22][CH:21]=3)[C:13]2=[O:26])(=[O:11])=[O:10])[CH:6]=[CH:7][CH:8]=1.[CH3:27][O:28][C:29]1[CH:34]=[CH:33][CH:32]=[CH:31][C:30]=1[N:35]1[CH2:40][CH2:39][NH:38][CH2:37][CH2:36]1. (3) Given the product [N:21]([CH2:10][CH2:9][O:8][CH2:7][CH2:6][O:5][CH2:4][CH2:3][C:2]([P:13](=[O:20])([O:17][CH2:18][CH3:19])[O:14][CH2:15][CH3:16])([F:12])[F:1])=[N+:22]=[N-:23], predict the reactants needed to synthesize it. The reactants are: [F:1][C:2]([P:13](=[O:20])([O:17][CH2:18][CH3:19])[O:14][CH2:15][CH3:16])([F:12])[CH2:3][CH2:4][O:5][CH2:6][CH2:7][O:8][CH2:9][CH2:10]I.[N-:21]=[N+:22]=[N-:23].[Na+].